Dataset: Catalyst prediction with 721,799 reactions and 888 catalyst types from USPTO. Task: Predict which catalyst facilitates the given reaction. (1) Reactant: C1(P(C2C=CC=CC=2)C2C=CC=CC=2)C=CC=CC=1.CC(OC(/N=N/C(OC(C)C)=O)=O)C.[Cl:34][C:35]1[CH:36]=[C:37]([OH:46])[C:38]([CH3:45])=[C:39]([CH:44]=1)[C:40]([O:42][CH3:43])=[O:41].[CH2:47]([NH:54][C:55]([C@H:57]1[CH2:62][CH2:61][C@@H:60](O)[CH2:59][CH2:58]1)=[O:56])[C:48]1[CH:53]=[CH:52][CH:51]=[CH:50][CH:49]=1. Product: [CH2:47]([NH:54][C:55]([C@H:57]1[CH2:62][CH2:61][C@H:60]([O:46][C:37]2[C:38]([CH3:45])=[C:39]([CH:44]=[C:35]([Cl:34])[CH:36]=2)[C:40]([O:42][CH3:43])=[O:41])[CH2:59][CH2:58]1)=[O:56])[C:48]1[CH:53]=[CH:52][CH:51]=[CH:50][CH:49]=1. The catalyst class is: 1. (2) Reactant: Cl[C:2]1[C:11]2[C:6](=[C:7]([I:13])[C:8]([CH3:12])=[CH:9][CH:10]=2)[CH:5]=[CH:4][N:3]=1.[F:14][C:15]([F:24])([F:23])[C:16]1[CH:17]=[C:18]([CH:20]=[CH:21][CH:22]=1)[NH2:19]. Product: [I:13][C:7]1[C:8]([CH3:12])=[CH:9][CH:10]=[C:11]2[C:6]=1[CH:5]=[CH:4][N:3]=[C:2]2[NH:19][C:18]1[CH:20]=[CH:21][CH:22]=[C:16]([C:15]([F:14])([F:23])[F:24])[CH:17]=1. The catalyst class is: 41.